This data is from Peptide-MHC class I binding affinity with 185,985 pairs from IEDB/IMGT. The task is: Regression. Given a peptide amino acid sequence and an MHC pseudo amino acid sequence, predict their binding affinity value. This is MHC class I binding data. (1) The peptide sequence is LWILQASLL. The MHC is Patr-A0901 with pseudo-sequence Patr-A0901. The binding affinity (normalized) is 0.471. (2) The peptide sequence is VLQAVGACV. The MHC is HLA-A02:01 with pseudo-sequence HLA-A02:01. The binding affinity (normalized) is 0.929. (3) The peptide sequence is VVSEIDLQW. The MHC is HLA-A02:12 with pseudo-sequence HLA-A02:12. The binding affinity (normalized) is 0.0847. (4) The peptide sequence is VTLFSNLGY. The MHC is HLA-A24:03 with pseudo-sequence HLA-A24:03. The binding affinity (normalized) is 0.0847. (5) The peptide sequence is TVAHQVCPY. The MHC is HLA-B57:01 with pseudo-sequence HLA-B57:01. The binding affinity (normalized) is 0.0847. (6) The peptide sequence is RTLVNELYL. The MHC is H-2-Db with pseudo-sequence H-2-Db. The binding affinity (normalized) is 0.803. (7) The peptide sequence is LEENITAL. The MHC is H-2-Kk with pseudo-sequence H-2-Kk. The binding affinity (normalized) is 0.126.